Dataset: Catalyst prediction with 721,799 reactions and 888 catalyst types from USPTO. Task: Predict which catalyst facilitates the given reaction. (1) Reactant: C=O.[C:3]([O-])([O-])=[O:4].[Na+].[Na+].[N:9]1[C:16]([NH2:17])=[N:15][C:13]([NH2:14])=[N:12][C:10]=1[NH2:11].[Na+].[Cl-]. Product: [CH2:3]=[O:4].[N:9]1[C:16]([NH2:17])=[N:15][C:13]([NH2:14])=[N:12][C:10]=1[NH2:11]. The catalyst class is: 6. (2) Reactant: [CH3:1][C:2]1[N:3]=[CH:4][CH:5]=[C:6]2[C:11]=1[C:10](=[O:12])[N:9]([CH3:13])[C:8]1[CH:14]=[C:15]([O:18][CH2:19][C@@H:20]([NH:25][C:26](=[O:32])[O:27][C:28]([CH3:31])([CH3:30])[CH3:29])[CH2:21][CH:22]([CH3:24])[CH3:23])[CH:16]=[CH:17][C:7]2=1.[H-].[Na+].I[CH3:36]. Product: [CH3:1][C:2]1[N:3]=[CH:4][CH:5]=[C:6]2[C:11]=1[C:10](=[O:12])[N:9]([CH3:13])[C:8]1[CH:14]=[C:15]([O:18][CH2:19][C@@H:20]([N:25]([CH3:36])[C:26](=[O:32])[O:27][C:28]([CH3:30])([CH3:29])[CH3:31])[CH2:21][CH:22]([CH3:24])[CH3:23])[CH:16]=[CH:17][C:7]2=1. The catalyst class is: 3. (3) Reactant: CC1(C)[O:7][CH2:6][CH:5]([CH2:8][CH2:9][N:10]2[CH:15]=[CH:14][C:13](=[O:16])[NH:12][C:11]2=[O:17])[CH2:4][O:3]1.C(=O)([O-])[O-].[K+].[K+]. Product: [OH:3][CH2:4][CH:5]([CH2:6][OH:7])[CH2:8][CH2:9][N:10]1[CH:15]=[CH:14][C:13](=[O:16])[NH:12][C:11]1=[O:17]. The catalyst class is: 33. (4) Reactant: [NH:1]1[CH:7]([CH2:8][C:9]([OH:11])=[O:10])[C:5](=[O:6])[NH:4][C:2]1=[O:3].OS(O)(=O)=O.[CH3:17]O. Product: [CH3:17][O:10][C:9](=[O:11])[CH2:8][CH:7]1[C:5](=[O:6])[NH:4][C:2](=[O:3])[NH:1]1. The catalyst class is: 6. (5) Reactant: [Cl:1][C:2]1[CH:7]=[CH:6][C:5](F)=[C:4]([N+:9]([O-:11])=[O:10])[CH:3]=1.Cl.[CH3:13][C:14]1([CH3:22])[C@H:18]([NH2:19])[CH2:17][CH2:16][S:15]1(=[O:21])=[O:20].C(=O)([O-])[O-].[K+].[K+].C(N(CC)CC)C. Product: [Cl:1][C:2]1[CH:7]=[CH:6][C:5]([NH:19][C@@H:18]2[CH2:17][CH2:16][S:15](=[O:21])(=[O:20])[C:14]2([CH3:22])[CH3:13])=[C:4]([N+:9]([O-:11])=[O:10])[CH:3]=1. The catalyst class is: 9. (6) Reactant: [CH2:1]([O:3][CH:4]([S:25][CH2:26][CH3:27])[C@@H:5]1[CH2:9][CH:8]([F:10])[CH2:7][N:6]1C(=O)C1C=C(OC)C(O)=CC=1[N+]([O-])=O)[CH3:2].BrCCCBr.C([O-])([O-])=O.[K+].[K+].CCOC(C)=O.CCCCCC. Product: [CH2:1]([O:3][CH:4]([S:25][CH2:26][CH3:27])[CH:5]1[CH2:9][CH:8]([F:10])[CH2:7][NH:6]1)[CH3:2]. The catalyst class is: 95. (7) Reactant: [N:1]1[CH:6]=[CH:5][CH:4]=[C:3]([O:7][C:8]2[N:13]=[CH:12][C:11]([CH:14]=O)=[CH:10][CH:9]=2)[CH:2]=1.[N+:16]([CH3:19])([O-:18])=[O:17].C([O-])(=O)C.[NH4+].[BH4-].[Na+]. Product: [N+:16]([CH2:19][CH2:14][C:11]1[CH:10]=[CH:9][C:8]([O:7][C:3]2[CH:2]=[N:1][CH:6]=[CH:5][CH:4]=2)=[N:13][CH:12]=1)([O-:18])=[O:17]. The catalyst class is: 211.